This data is from NCI-60 drug combinations with 297,098 pairs across 59 cell lines. The task is: Regression. Given two drug SMILES strings and cell line genomic features, predict the synergy score measuring deviation from expected non-interaction effect. (1) Drug 1: CC(CN1CC(=O)NC(=O)C1)N2CC(=O)NC(=O)C2. Drug 2: CN1C(=O)N2C=NC(=C2N=N1)C(=O)N. Cell line: RXF 393. Synergy scores: CSS=12.4, Synergy_ZIP=-1.47, Synergy_Bliss=1.97, Synergy_Loewe=-1.82, Synergy_HSA=0.431. (2) Drug 1: CC1=C(C(CCC1)(C)C)C=CC(=CC=CC(=CC(=O)O)C)C. Drug 2: CS(=O)(=O)CCNCC1=CC=C(O1)C2=CC3=C(C=C2)N=CN=C3NC4=CC(=C(C=C4)OCC5=CC(=CC=C5)F)Cl. Cell line: SF-539. Synergy scores: CSS=21.3, Synergy_ZIP=-6.20, Synergy_Bliss=-2.21, Synergy_Loewe=-3.86, Synergy_HSA=-0.128. (3) Drug 1: CN(C)C1=NC(=NC(=N1)N(C)C)N(C)C. Drug 2: CCCS(=O)(=O)NC1=C(C(=C(C=C1)F)C(=O)C2=CNC3=C2C=C(C=N3)C4=CC=C(C=C4)Cl)F. Cell line: BT-549. Synergy scores: CSS=-4.77, Synergy_ZIP=3.26, Synergy_Bliss=4.24, Synergy_Loewe=-3.36, Synergy_HSA=-1.55. (4) Cell line: RXF 393. Drug 2: C1CCC(CC1)NC(=O)N(CCCl)N=O. Drug 1: C1CC(=O)NC(=O)C1N2CC3=C(C2=O)C=CC=C3N. Synergy scores: CSS=20.0, Synergy_ZIP=-3.69, Synergy_Bliss=2.20, Synergy_Loewe=3.21, Synergy_HSA=3.34. (5) Drug 1: C1CCC(C1)C(CC#N)N2C=C(C=N2)C3=C4C=CNC4=NC=N3. Drug 2: CC1=C(C(=CC=C1)Cl)NC(=O)C2=CN=C(S2)NC3=CC(=NC(=N3)C)N4CCN(CC4)CCO. Cell line: OVCAR-4. Synergy scores: CSS=9.01, Synergy_ZIP=1.40, Synergy_Bliss=5.24, Synergy_Loewe=1.54, Synergy_HSA=4.66. (6) Drug 1: CN(C)N=NC1=C(NC=N1)C(=O)N. Drug 2: CC(C)(C#N)C1=CC(=CC(=C1)CN2C=NC=N2)C(C)(C)C#N. Cell line: 786-0. Synergy scores: CSS=3.11, Synergy_ZIP=-1.48, Synergy_Bliss=-3.37, Synergy_Loewe=-5.68, Synergy_HSA=-3.01.